Dataset: Reaction yield outcomes from USPTO patents with 853,638 reactions. Task: Predict the reaction yield, written as a fraction of the theoretical maximum amount of product (1.0 means a 100% yield; for example, 0.34 means a 34% yield). (1) The reactants are [CH:1]([C:3]1(O)[CH2:8][CH2:7][CH2:6][CH2:5][CH2:4]1)=[CH2:2].[C:10](OC)([O:14]C)([O:12][CH3:13])[CH3:11]. The catalyst is C(O)(=O)CC. The product is [C:3]1(=[CH:1][CH2:2][CH2:11][C:10]([O:12][CH3:13])=[O:14])[CH2:8][CH2:7][CH2:6][CH2:5][CH2:4]1. The yield is 0.860. (2) The reactants are [CH3:1][C:2]1[C:14]([CH:15]([CH2:21][CH2:22][CH3:23])[C:16]([O:18]CC)=[O:17])=[C:13]([C:24]2[CH:29]=[CH:28][C:27]([CH3:30])=[CH:26][CH:25]=2)[C:12]2[C:11]3[CH2:10][CH2:9][N:8]([CH3:31])[CH2:7][C:6]=3[S:5][C:4]=2[N:3]=1.[OH-].[Na+]. The catalyst is CO.C(O)C. The product is [CH3:1][C:2]1[C:14]([CH:15]([CH2:21][CH2:22][CH3:23])[C:16]([OH:18])=[O:17])=[C:13]([C:24]2[CH:29]=[CH:28][C:27]([CH3:30])=[CH:26][CH:25]=2)[C:12]2[C:11]3[CH2:10][CH2:9][N:8]([CH3:31])[CH2:7][C:6]=3[S:5][C:4]=2[N:3]=1. The yield is 0.0580. (3) The reactants are [C:1]([NH:4][C:5]1[S:6][C:7]([C:10]2[CH:11]=[CH:12][C:13]3[O:19][CH2:18][CH2:17][N:16](C(OC(C)(C)C)=O)[CH2:15][C:14]=3[CH:27]=2)=[CH:8][N:9]=1)(=[O:3])[CH3:2].[ClH:28]. The catalyst is CO.O1CCOCC1. The product is [ClH:28].[O:19]1[C:13]2[CH:12]=[CH:11][C:10]([C:7]3[S:6][C:5]([NH:4][C:1](=[O:3])[CH3:2])=[N:9][CH:8]=3)=[CH:27][C:14]=2[CH2:15][NH:16][CH2:17][CH2:18]1. The yield is 0.990. (4) The reactants are Br[C:2]([C:16]1[CH:21]=[CH:20][CH:19]=[CH:18][CH:17]=1)=[C:3]([C:10]1[CH:15]=[CH:14][CH:13]=[CH:12][CH:11]=1)[C:4]1[CH:9]=[CH:8][CH:7]=[CH:6][CH:5]=1.[Mg].C(OCCC(C)C)CC(C)C.[Br:34][C:35]1[CH:36]=[C:37]([CH:48]=[C:49]([Br:51])[CH:50]=1)[C:38]([C:40]1[CH:45]=[C:44]([Br:46])[CH:43]=[C:42]([Br:47])[CH:41]=1)=O. The catalyst is CCCCCC. The product is [C:16]1([C:2]2[C:38]([C:40]3[CH:45]=[C:44]([Br:46])[CH:43]=[C:42]([Br:47])[CH:41]=3)([C:37]3[CH:36]=[C:35]([Br:34])[CH:50]=[C:49]([Br:51])[CH:48]=3)[C:11]3[C:10]([C:3]=2[C:4]2[CH:9]=[CH:8][CH:7]=[CH:6][CH:5]=2)=[CH:15][CH:14]=[CH:13][CH:12]=3)[CH:17]=[CH:18][CH:19]=[CH:20][CH:21]=1. The yield is 0.790. (5) The reactants are [C:1]([O:5][C:6]([C:8]1[C:16]2[CH2:15][CH2:14][N:13]([CH2:17][C:18]3[CH:23]=[CH:22][C:21]([O:24][CH3:25])=[CH:20][CH:19]=3)[CH:12]([CH2:26][N:27]3C(=O)C4C(=CC=CC=4)C3=O)[C:11]=2[S:10][C:9]=1[NH2:38])=[O:7])([CH3:4])([CH3:3])[CH3:2].NN. The catalyst is C(O)C. The product is [C:1]([O:5][C:6]([C:8]1[C:16]2[CH2:15][CH2:14][N:13]([CH2:17][C:18]3[CH:19]=[CH:20][C:21]([O:24][CH3:25])=[CH:22][CH:23]=3)[CH:12]([CH2:26][NH2:27])[C:11]=2[S:10][C:9]=1[NH2:38])=[O:7])([CH3:4])([CH3:2])[CH3:3]. The yield is 0.850. (6) The reactants are [Cl:1][C:2]1[CH:3]=[C:4]([C:9](=O)[CH2:10][C:11]2[CH:16]=[CH:15][CH:14]=[CH:13][CH:12]=2)[CH:5]=[CH:6][C:7]=1[Cl:8].[CH2:18]([O:20][C:21]1[CH:22]=[C:23]([CH:26]=[C:27]([N+:30]([O-:32])=[O:31])[C:28]=1[OH:29])[CH:24]=O)[CH3:19].[NH2:33][C:34]([NH2:36])=[O:35].Cl. The catalyst is C(O)C. The product is [Cl:1][C:2]1[CH:3]=[C:4]([C:9]2[NH:36][C:34](=[O:35])[NH:33][CH:24]([C:23]3[CH:26]=[C:27]([N+:30]([O-:32])=[O:31])[C:28]([OH:29])=[C:21]([O:20][CH2:18][CH3:19])[CH:22]=3)[C:10]=2[C:11]2[CH:16]=[CH:15][CH:14]=[CH:13][CH:12]=2)[CH:5]=[CH:6][C:7]=1[Cl:8]. The yield is 0.170. (7) The reactants are [F:1][C:2]1[CH:3]=[C:4]([C:27]([O:29][CH3:30])=[O:28])[C:5]2[C:6](=[O:26])[CH:7]([C:20]3[N:24]([CH3:25])[N:23]=[CH:22][N:21]=3)[CH:8]([C:13]3[CH:18]=[CH:17][C:16]([F:19])=[CH:15][CH:14]=3)[N:9](O)[C:10]=2[CH:11]=1.Cl. The catalyst is CO.[Fe]. The product is [F:1][C:2]1[CH:3]=[C:4]([C:27]([O:29][CH3:30])=[O:28])[C:5]2[C:6](=[O:26])[CH:7]([C:20]3[N:24]([CH3:25])[N:23]=[CH:22][N:21]=3)[CH:8]([C:13]3[CH:14]=[CH:15][C:16]([F:19])=[CH:17][CH:18]=3)[NH:9][C:10]=2[CH:11]=1. The yield is 0.300. (8) The reactants are [NH:1]1[C:5]2[CH:6]=[CH:7][CH:8]=[CH:9][C:4]=2[N:3]=[N:2]1.[CH3:10][Si:11]([CH3:26])([CH3:25])[C:12]#[C:13][CH2:14][CH2:15]N1C2C=CC=CC=2N=N1. No catalyst specified. The product is [CH3:10][Si:11]([CH3:26])([CH3:25])[C:12]#[C:13][CH2:14][CH2:15][N:2]1[N:3]=[C:4]2[CH:9]=[CH:8][CH:7]=[CH:6][C:5]2=[N:1]1. The yield is 0.670. (9) The reactants are I[C:2]1[CH:7]=[CH:6][C:5]([CH:8]([CH3:10])[CH3:9])=[CH:4][N:3]=1.Br[C:12]([F:19])([F:18])[C:13]([O:15][CH2:16][CH3:17])=[O:14].[Cl-].[NH4+]. The catalyst is CS(C)=O.[Cu]. The product is [F:18][C:12]([F:19])([C:2]1[CH:7]=[CH:6][C:5]([CH:8]([CH3:10])[CH3:9])=[CH:4][N:3]=1)[C:13]([O:15][CH2:16][CH3:17])=[O:14]. The yield is 0.820. (10) The reactants are [CH2:1]([S:8][C:9]1[N:14]=[C:13]([O:15][CH:16]([CH3:18])[CH3:17])[CH:12]=[C:11]([CH3:19])[N:10]=1)[C:2]1[CH:7]=[CH:6][CH:5]=[CH:4][CH:3]=1.ClC1C=C(C=CC=1)C(OO)=[O:25].[OH2:31]. The catalyst is C(Cl)Cl. The product is [CH2:1]([S:8]([C:9]1[N:14]=[C:13]([O:15][CH:16]([CH3:17])[CH3:18])[CH:12]=[C:11]([CH3:19])[N:10]=1)(=[O:25])=[O:31])[C:2]1[CH:3]=[CH:4][CH:5]=[CH:6][CH:7]=1. The yield is 0.730.